Dataset: Forward reaction prediction with 1.9M reactions from USPTO patents (1976-2016). Task: Predict the product of the given reaction. Given the reactants [Cl:1][C:2]1[CH:24]=[CH:23][C:22]([Cl:25])=[CH:21][C:3]=1[O:4][C:5]1[CH:10]=[CH:9][C:8]([NH:11][C:12]2[S:16][N:15]=[C:14]([OH:17])[C:13]=2[C:18]#[N:19])=[CH:7][C:6]=1[F:20].[CH:26]([NH2:29])([CH3:28])[CH3:27], predict the reaction product. The product is: [Cl:1][C:2]1[CH:24]=[CH:23][C:22]([Cl:25])=[CH:21][C:3]=1[O:4][C:5]1[CH:10]=[CH:9][C:8]([NH:11][C:12]2[S:16][N:15]=[C:14]([OH:17])[C:13]=2[C:18]([NH:29][CH:26]([CH3:28])[CH3:27])=[NH:19])=[CH:7][C:6]=1[F:20].